This data is from Full USPTO retrosynthesis dataset with 1.9M reactions from patents (1976-2016). The task is: Predict the reactants needed to synthesize the given product. (1) Given the product [Cl:1][C:2]1[CH:3]=[C:4]2[C:9](=[CH:10][CH:11]=1)[CH2:8][N:7]([C:18]([C:17]1[CH:21]=[C:22]([S:25]([CH3:28])(=[O:27])=[O:26])[CH:23]=[CH:24][C:16]=1[O:15][CH:12]([CH3:14])[CH3:13])=[O:19])[CH2:6][CH2:5]2, predict the reactants needed to synthesize it. The reactants are: [Cl:1][C:2]1[CH:3]=[C:4]2[C:9](=[CH:10][CH:11]=1)[CH2:8][NH:7][CH2:6][CH2:5]2.[CH:12]([O:15][C:16]1[CH:24]=[CH:23][C:22]([S:25]([CH3:28])(=[O:27])=[O:26])=[CH:21][C:17]=1[C:18](O)=[O:19])([CH3:14])[CH3:13]. (2) Given the product [N:16]1[C:17]([CH2:21][NH:23][C:24]2[CH:28]=[C:27]([C:29]3[CH:30]=[CH:31][C:32]([CH3:35])=[CH:33][CH:34]=3)[NH:26][N:25]=2)=[CH:18][CH:19]=[CH:20][C:15]=1[CH2:13][NH:12][C:9]1[CH:8]=[C:7]([C:4]2[CH:3]=[CH:2][C:1]([CH3:36])=[CH:6][CH:5]=2)[NH:11][N:10]=1, predict the reactants needed to synthesize it. The reactants are: [C:1]1([CH3:36])[CH:6]=[CH:5][C:4]([C:7]2[NH:11][N:10]=[C:9]([NH:12][C:13]([C:15]3[CH:20]=[CH:19][CH:18]=[C:17]([C:21]([NH:23][C:24]4[CH:28]=[C:27]([C:29]5[CH:34]=[CH:33][C:32]([CH3:35])=[CH:31][CH:30]=5)[NH:26][N:25]=4)=O)[N:16]=3)=O)[CH:8]=2)=[CH:3][CH:2]=1.CO.Cl.